Dataset: Reaction yield outcomes from USPTO patents with 853,638 reactions. Task: Predict the reaction yield, written as a fraction of the theoretical maximum amount of product (1.0 means a 100% yield; for example, 0.34 means a 34% yield). (1) The reactants are C1CO[C:8]2[CH:7]=[CH:6][C:5]([NH:11][C:12]3[C:17]([F:18])=[CH:16][N:15]=[C:14]([NH:19][C:20]4[CH:25]=[CH:24][CH:23]=[C:22](O)C=4)[N:13]=3)=[CH:4][C:3]=2[O:2]1.ClC1N=C(NC2C=CC=[C:37]([OH:41])[CH:36]=2)C(F)=CN=1.CC1OC(C)=CC=1CN. No catalyst specified. The product is [CH3:36][C:37]1[O:41][C:23]([CH3:22])=[CH:24][C:25]=1[CH2:20][NH:19][C:14]1[N:13]=[C:12]([NH:11][C:5]2[CH:6]=[CH:7][CH:8]=[C:3]([OH:2])[CH:4]=2)[C:17]([F:18])=[CH:16][N:15]=1. The yield is 0.590. (2) The reactants are Cl[C:2]1[C:7]([C:8]#[N:9])=[CH:6][N:5]=[CH:4][C:3]=1[F:10].[CH3:11][NH2:12]. No catalyst specified. The product is [F:10][C:3]1[CH:4]=[N:5][CH:6]=[C:7]([C:2]=1[NH:12][CH3:11])[C:8]#[N:9]. The yield is 0.700. (3) The catalyst is C(Cl)Cl. The reactants are [CH3:1][O:2][C:3]([C:5]1([C:8]2[CH:13]=[CH:12][C:11]([O:14]C)=[C:10]([N+:16]([O-:18])=[O:17])[CH:9]=2)[CH2:7][CH2:6]1)=[O:4].B(Br)(Br)Br.O. The yield is 0.780. The product is [CH3:1][O:2][C:3]([C:5]1([C:8]2[CH:13]=[CH:12][C:11]([OH:14])=[C:10]([N+:16]([O-:18])=[O:17])[CH:9]=2)[CH2:6][CH2:7]1)=[O:4]. (4) The reactants are [Cl:1][C:2]1[N:3]=[C:4]([O:20][CH:21]2[CH2:26][CH2:25][O:24][CH2:23][CH2:22]2)[C:5]2[C:10](I)=[CH:9][N:8]([CH2:12][O:13][CH2:14][CH2:15][Si:16]([CH3:19])([CH3:18])[CH3:17])[C:6]=2[N:7]=1.[CH3:27][O:28][C:29]1[CH:34]=[C:33](B(O)O)[CH:32]=[CH:31][N:30]=1.O.O.O.P([O-])([O-])([O-])=O.[K+].[K+].[K+].O1CCOCC1. The catalyst is O. The product is [Cl:1][C:2]1[N:3]=[C:4]([O:20][CH:21]2[CH2:26][CH2:25][O:24][CH2:23][CH2:22]2)[C:5]2[C:10]([C:33]3[CH:32]=[CH:31][N:30]=[C:29]([O:28][CH3:27])[CH:34]=3)=[CH:9][N:8]([CH2:12][O:13][CH2:14][CH2:15][Si:16]([CH3:19])([CH3:18])[CH3:17])[C:6]=2[N:7]=1. The yield is 0.710. (5) The reactants are [C:1]([O:4][C:5]1[CH:10]=[CH:9][C:8]([C:11]2[O:12][C:13]3[C:19](Br)=[CH:18][C:17]([O:21][C:22](=[O:24])[CH3:23])=[CH:16][C:14]=3[N:15]=2)=[CH:7][C:6]=1[F:25])(=[O:3])[CH3:2].[CH2:26]([Sn](CCCC)(CCCC)C=C)[CH2:27]CC.CC1C=CC(C)=CC=1. The catalyst is C(OCC)C.CC1C=CC=CC=1[P](C1C=CC=CC=1C)([Pd](Cl)(Cl)[P](C1=C(C)C=CC=C1)(C1C=CC=CC=1C)C1C=CC=CC=1C)C1C=CC=CC=1C. The product is [C:22]([O:21][C:17]1[CH:18]=[C:19]([CH:26]=[CH2:27])[C:13]2[O:12][C:11]([C:8]3[CH:9]=[CH:10][C:5]([O:4][C:1](=[O:3])[CH3:2])=[C:6]([F:25])[CH:7]=3)=[N:15][C:14]=2[CH:16]=1)(=[O:24])[CH3:23]. The yield is 0.560. (6) The product is [Cl:21][C:22]1[CH:27]=[C:26]([C:13]2[CH:12]=[N:11][C:7]3[NH:8][CH2:9][CH2:10][N:5]([CH2:4][C:3]4[C:2]([Cl:1])=[CH:19][CH:18]=[CH:17][C:16]=4[Cl:20])[C:6]=3[CH:14]=2)[CH:25]=[CH:24][N:23]=1. No catalyst specified. The yield is 0.310. The reactants are [Cl:1][C:2]1[CH:19]=[CH:18][CH:17]=[C:16]([Cl:20])[C:3]=1[CH2:4][N:5]1[CH2:10][CH2:9][NH:8][C:7]2[N:11]=[CH:12][C:13](I)=[CH:14][C:6]1=2.[Cl:21][C:22]1[CH:27]=[C:26](B(O)O)[CH:25]=[CH:24][N:23]=1. (7) The reactants are [Br:1][C:2]1[CH:7]=[C:6]([CH2:8]Br)[CH:5]=[CH:4][C:3]=1[O:10][CH3:11].CC1(C)C(C)(C)OB([C:20]2[CH:25]=[CH:24][C:23]([NH:26][C:27]([NH2:29])=[O:28])=[CH:22][CH:21]=2)O1.P([O-])([O-])([O-])=O.[K+].[K+].[K+].C(COC)OC. The catalyst is [Pd].C1(P(C2C=CC=CC=2)C2C=CC=CC=2)C=CC=CC=1.C1(P(C2C=CC=CC=2)C2C=CC=CC=2)C=CC=CC=1.C1(P(C2C=CC=CC=2)C2C=CC=CC=2)C=CC=CC=1.C1(P(C2C=CC=CC=2)C2C=CC=CC=2)C=CC=CC=1.O.C(O)C. The product is [Br:1][C:2]1[CH:7]=[C:6]([CH:5]=[CH:4][C:3]=1[O:10][CH3:11])[CH2:8][C:20]1[CH:25]=[CH:24][C:23]([NH:26][C:27]([NH2:29])=[O:28])=[CH:22][CH:21]=1. The yield is 0.340. (8) The reactants are [Br:1][C:2]1[CH:3]=[C:4]([OH:8])[CH:5]=[N:6][CH:7]=1.C(=O)([O-])[O-].[K+].[K+].Br[CH2:16][C:17]1[CH:22]=[CH:21][CH:20]=[CH:19][CH:18]=1. The catalyst is CN(C=O)C. The product is [CH2:16]([O:8][C:4]1[CH:5]=[N:6][CH:7]=[C:2]([Br:1])[CH:3]=1)[C:17]1[CH:22]=[CH:21][CH:20]=[CH:19][CH:18]=1. The yield is 0.398. (9) The reactants are [Cl:1][C:2]1[N:3]=[C:4](Cl)[C:5]2[CH2:10][CH2:9][CH:8]([C:11]3[CH:16]=[CH:15][CH:14]=[CH:13][CH:12]=3)[C:6]=2[N:7]=1.[CH3:18][NH:19][CH3:20]. The catalyst is CO. The product is [Cl:1][C:2]1[N:3]=[C:4]([N:19]([CH3:20])[CH3:18])[C:5]2[CH2:10][CH2:9][CH:8]([C:11]3[CH:16]=[CH:15][CH:14]=[CH:13][CH:12]=3)[C:6]=2[N:7]=1. The yield is 1.00.